Task: Binary Classification. Given a drug SMILES string, predict its activity (active/inactive) in a high-throughput screening assay against a specified biological target.. Dataset: HIV replication inhibition screening data with 41,000+ compounds from the AIDS Antiviral Screen The drug is COC1C(=O)CCC2(CO2)C1(O)C1(C)OC1CC=C(C)C. The result is 0 (inactive).